The task is: Predict which catalyst facilitates the given reaction.. This data is from Catalyst prediction with 721,799 reactions and 888 catalyst types from USPTO. (1) Reactant: [CH2:1]([O:8][C:9]([NH:11][C@H:12]([C@H:16]([OH:18])[CH3:17])[C:13](O)=[O:14])=[O:10])[C:2]1[CH:7]=[CH:6][CH:5]=[CH:4][CH:3]=1.[CH3:19][N:20](C(ON1N=NC2C=CC=CC1=2)=[N+](C)C)[CH3:21].[B-](F)(F)(F)F.CCN(C(C)C)C(C)C.Cl.CNC. Product: [CH2:1]([O:8][C:9](=[O:10])[NH:11][C@H:12]([C@H:16]([OH:18])[CH3:17])[C:13]([N:20]([CH3:21])[CH3:19])=[O:14])[C:2]1[CH:7]=[CH:6][CH:5]=[CH:4][CH:3]=1. The catalyst class is: 31. (2) Reactant: C(OC(=O)[NH:7][C@H:8]([C:11]1[N:15]([C:16]2[CH:21]=[CH:20][CH:19]=[CH:18][N:17]=2)[C:14]2[CH:22]=[C:23]([F:26])[CH:24]=[CH:25][C:13]=2[N:12]=1)[CH2:9][CH3:10])(C)(C)C.C(O)(C(F)(F)F)=O. Product: [F:26][C:23]1[CH:24]=[CH:25][C:13]2[N:12]=[C:11]([C@@H:8]([NH2:7])[CH2:9][CH3:10])[N:15]([C:16]3[CH:21]=[CH:20][CH:19]=[CH:18][N:17]=3)[C:14]=2[CH:22]=1. The catalyst class is: 2. (3) Reactant: [CH3:1][C:2]1[N:11]([C:12]2[CH:13]=[C:14]([CH3:18])[CH:15]=[CH:16][CH:17]=2)[C:10](=[O:19])[C:9]2[C:4](=[CH:5][CH:6]=[CH:7][CH:8]=2)[N:3]=1.[OH:20][C:21]1[C:28]([O:29][CH3:30])=[CH:27][CH:26]=[CH:25][C:22]=1[CH:23]=O.CC([O-])=O.[Na+]. Product: [OH:20][C:21]1[C:28]([O:29][CH3:30])=[CH:27][CH:26]=[CH:25][C:22]=1[CH:23]=[CH:1][C:2]1[N:11]([C:12]2[CH:13]=[C:14]([CH3:18])[CH:15]=[CH:16][CH:17]=2)[C:10](=[O:19])[C:9]2[C:4](=[CH:5][CH:6]=[CH:7][CH:8]=2)[N:3]=1. The catalyst class is: 52. (4) Reactant: O=C1C2C(=CC=CC=2)C(=O)[N:3]1[CH2:12][CH2:13][CH2:14][C:15]1[CH:20]=[CH:19][C:18]([C:21]2[N:22]=[C:23]([NH:36][C:37](=[O:39])[CH3:38])[S:24][C:25]=2[C:26]2[CH:31]=[CH:30][C:29]([S:32]([CH3:35])(=[O:34])=[O:33])=[CH:28][CH:27]=2)=[CH:17][CH:16]=1.O.NN. Product: [NH2:3][CH2:12][CH2:13][CH2:14][C:15]1[CH:16]=[CH:17][C:18]([C:21]2[N:22]=[C:23]([NH:36][C:37](=[O:39])[CH3:38])[S:24][C:25]=2[C:26]2[CH:31]=[CH:30][C:29]([S:32]([CH3:35])(=[O:34])=[O:33])=[CH:28][CH:27]=2)=[CH:19][CH:20]=1. The catalyst class is: 10.